Dataset: Catalyst prediction with 721,799 reactions and 888 catalyst types from USPTO. Task: Predict which catalyst facilitates the given reaction. Reactant: [CH2:1]([O:3][C:4]1[CH:9]=[C:8]([O:10][CH2:11][C:12]2[CH:17]=[CH:16][C:15]([O:18][CH3:19])=[CH:14][CH:13]=2)[N:7]=[CH:6][C:5]=1[C:20]1[CH:25]=[CH:24][C:23]([CH2:26][C:27](O)=[O:28])=[C:22]([F:30])[CH:21]=1)[CH3:2].[CH3:31][C:32]1[O:36][C:35]([C:37]2[CH:38]=[C:39]([CH:41]=[C:42]([C:44]([F:47])([F:46])[F:45])[CH:43]=2)[NH2:40])=[N:34][N:33]=1.CCN(CC)CC.CN(C(ON1N=NC2C=CC=NC1=2)=[N+](C)C)C.F[P-](F)(F)(F)(F)F. Product: [CH2:1]([O:3][C:4]1[CH:9]=[C:8]([O:10][CH2:11][C:12]2[CH:17]=[CH:16][C:15]([O:18][CH3:19])=[CH:14][CH:13]=2)[N:7]=[CH:6][C:5]=1[C:20]1[CH:25]=[CH:24][C:23]([CH2:26][C:27]([NH:40][C:39]2[CH:41]=[C:42]([C:44]([F:45])([F:46])[F:47])[CH:43]=[C:37]([C:35]3[O:36][C:32]([CH3:31])=[N:33][N:34]=3)[CH:38]=2)=[O:28])=[C:22]([F:30])[CH:21]=1)[CH3:2]. The catalyst class is: 2.